From a dataset of Reaction yield outcomes from USPTO patents with 853,638 reactions. Predict the reaction yield, written as a fraction of the theoretical maximum amount of product (1.0 means a 100% yield; for example, 0.34 means a 34% yield). (1) The reactants are C(OC([NH:11][C@@H:12]([CH2:32][CH3:33])[CH:13]([C:22]1([C:25](OC(C)(C)C)=[O:26])[CH2:24][CH2:23]1)[O:14][Si:15]([C:18]([CH3:21])([CH3:20])[CH3:19])([CH3:17])[CH3:16])=O)C1C=CC=CC=1. The catalyst is CO.[C].[Pd]. The product is [Si:15]([O:14][CH:13]1[C:22]2([CH2:24][CH2:23]2)[C:25](=[O:26])[NH:11][C@H:12]1[CH2:32][CH3:33])([C:18]([CH3:21])([CH3:20])[CH3:19])([CH3:17])[CH3:16]. The yield is 0.600. (2) The reactants are C(NC(C)C)(C)C.C([Li])CCC.[S:13]1[CH:17]=[CH:16][CH:15]=[C:14]1[C:18]([O:20][C:21]([CH3:24])([CH3:23])[CH3:22])=[O:19].[CH2:25]([Sn:29](Cl)([CH2:34][CH2:35][CH2:36][CH3:37])[CH2:30][CH2:31][CH2:32][CH3:33])[CH2:26][CH2:27][CH3:28]. The catalyst is C1COCC1. The product is [CH2:34]([Sn:29]([CH2:25][CH2:26][CH2:27][CH3:28])([CH2:30][CH2:31][CH2:32][CH3:33])[C:17]1[S:13][C:14]([C:18]([O:20][C:21]([CH3:24])([CH3:23])[CH3:22])=[O:19])=[CH:15][CH:16]=1)[CH2:35][CH2:36][CH3:37]. The yield is 0.860. (3) The reactants are [F:1][C:2]1[CH:7]=[C:6]([N+:8]([O-:10])=[O:9])[CH:5]=[CH:4][C:3]=1[NH2:11].[Br:12]Br.C([O-])(O)=O.[Na+]. The catalyst is CC(O)=O. The product is [Br:12][C:4]1[CH:5]=[C:6]([N+:8]([O-:10])=[O:9])[CH:7]=[C:2]([F:1])[C:3]=1[NH2:11]. The yield is 0.970. (4) The reactants are [CH3:1][N:2](C)/[CH:3]=[CH:4]/[C:5](=O)[CH:6]([O:9][CH3:10])[O:7][CH3:8].C(O)(=O)C.C(N)=[NH:18]. The catalyst is O. The product is [CH3:8][O:7][CH:6]([O:9][CH3:10])[C:5]1[CH:4]=[CH:3][N:2]=[CH:1][N:18]=1. The yield is 0.700.